From a dataset of Full USPTO retrosynthesis dataset with 1.9M reactions from patents (1976-2016). Predict the reactants needed to synthesize the given product. (1) Given the product [N+:8]([C:5]1[CH:4]=[N:3][C:2]([N:15]2[CH:14]=[C:13]([C:12]([F:19])([F:18])[F:11])[CH:17]=[N:16]2)=[N:7][CH:6]=1)([O-:10])=[O:9], predict the reactants needed to synthesize it. The reactants are: Cl[C:2]1[N:7]=[CH:6][C:5]([N+:8]([O-:10])=[O:9])=[CH:4][N:3]=1.[F:11][C:12]([F:19])([F:18])[C:13]1[CH:14]=[N:15][NH:16][CH:17]=1.C([O-])([O-])=O.[K+].[K+]. (2) The reactants are: [ClH:1].[CH3:2][O:3][C:4]1[CH:9]=[CH:8][C:7]([C:10]2[CH:15]=[CH:14][C:13]([CH2:16][C@H:17]([NH:32][C:33]([C@H:35]3[CH2:40][CH2:39][C@H:38]([CH2:41][NH:42]C(=O)OC(C)(C)C)[CH2:37][CH2:36]3)=[O:34])[C:18](=[O:31])[NH:19][C:20]3[CH:25]=[CH:24][C:23]([C:26]4[NH:30][N:29]=[N:28][N:27]=4)=[CH:22][CH:21]=3)=[CH:12][CH:11]=2)=[CH:6][C:5]=1[S:50]([N:53]1[CH2:58][CH2:57][O:56][CH2:55][CH2:54]1)(=[O:52])=[O:51].C(#N)C. Given the product [ClH:1].[NH2:42][CH2:41][C@H:38]1[CH2:37][CH2:36][C@H:35]([C:33]([NH:32][C@@H:17]([CH2:16][C:13]2[CH:14]=[CH:15][C:10]([C:7]3[CH:8]=[CH:9][C:4]([O:3][CH3:2])=[C:5]([S:50]([N:53]4[CH2:58][CH2:57][O:56][CH2:55][CH2:54]4)(=[O:51])=[O:52])[CH:6]=3)=[CH:11][CH:12]=2)[C:18](=[O:31])[NH:19][C:20]2[CH:21]=[CH:22][C:23]([C:26]3[NH:27][N:28]=[N:29][N:30]=3)=[CH:24][CH:25]=2)=[O:34])[CH2:40][CH2:39]1, predict the reactants needed to synthesize it. (3) Given the product [CH:25]1([NH:28][C:21]([C:18]2[CH:17]=[CH:16][C:15]([O:14][CH2:13][C:12]3[C:8]([C:5]4[CH:4]=[CH:3][C:2]([F:1])=[CH:7][N:6]=4)=[N:9][O:10][C:11]=3[CH3:24])=[CH:20][N:19]=2)=[O:23])[CH2:27][CH2:26]1, predict the reactants needed to synthesize it. The reactants are: [F:1][C:2]1[CH:3]=[CH:4][C:5]([C:8]2[C:12]([CH2:13][O:14][C:15]3[CH:16]=[CH:17][C:18]([C:21]([OH:23])=O)=[N:19][CH:20]=3)=[C:11]([CH3:24])[O:10][N:9]=2)=[N:6][CH:7]=1.[CH:25]1([NH2:28])[CH2:27][CH2:26]1.